This data is from HIV replication inhibition screening data with 41,000+ compounds from the AIDS Antiviral Screen. The task is: Binary Classification. Given a drug SMILES string, predict its activity (active/inactive) in a high-throughput screening assay against a specified biological target. (1) The molecule is NCC(=O)Nc1ccc(S(=O)(=O)O)c2cc(S(=O)(=O)O)cc(S(=O)(=O)O)c12.[NaH]. The result is 0 (inactive). (2) The drug is CC[Sn](CC)(OC(=O)c1c(F)cccc1F)O[Sn](CC)(CC)OC(=O)c1c(F)cccc1F. The result is 0 (inactive). (3) The drug is CCOC1Oc2ccccc2-c2nc(C)c(C#N)cc21. The result is 0 (inactive). (4) The drug is N=C(CSS(=O)(=O)O)NCCCc1ccccc1. The result is 0 (inactive). (5) The compound is Cc1ccc(C=NNS(=O)(=O)c2ccc(C=C3NC(=O)NC3=O)cc2)cc1. The result is 0 (inactive). (6) The molecule is O=C1C2=C(CCC2)C2OC1C1C(=O)OCC21. The result is 0 (inactive).